This data is from Forward reaction prediction with 1.9M reactions from USPTO patents (1976-2016). The task is: Predict the product of the given reaction. (1) Given the reactants O=[C:2]1[CH2:7][CH2:6][CH:5]([C:8]([O:10][CH2:11][CH3:12])=[O:9])[CH2:4][CH2:3]1.CC(O)=O.[CH2:17]([NH:24][CH2:25][C:26]1[CH:31]=[CH:30][CH:29]=[CH:28][CH:27]=1)[C:18]1[CH:23]=[CH:22][CH:21]=[CH:20][CH:19]=1.[BH-](OC(C)=O)(OC(C)=O)OC(C)=O.[Na+], predict the reaction product. The product is: [CH2:25]([N:24]([CH2:17][C:18]1[CH:23]=[CH:22][CH:21]=[CH:20][CH:19]=1)[CH:2]1[CH2:7][CH2:6][CH:5]([C:8]([O:10][CH2:11][CH3:12])=[O:9])[CH2:4][CH2:3]1)[C:26]1[CH:31]=[CH:30][CH:29]=[CH:28][CH:27]=1. (2) Given the reactants [S:1]1[C:9]2[CH:8]=[CH:7][N:6]=[CH:5][C:4]=2[N:3]=[C:2]1[NH2:10].[F:11][C:12]1[CH:20]=[CH:19][C:18]([C:21]([F:24])([F:23])[F:22])=[CH:17][C:13]=1[C:14](O)=[O:15].C(N(CC)CC)C.CCCP1(OP(CCC)(=O)OP(CCC)(=O)O1)=O, predict the reaction product. The product is: [F:11][C:12]1[CH:20]=[CH:19][C:18]([C:21]([F:22])([F:23])[F:24])=[CH:17][C:13]=1[C:14]([NH:10][C:2]1[S:1][C:9]2[CH:8]=[CH:7][N:6]=[CH:5][C:4]=2[N:3]=1)=[O:15]. (3) Given the reactants [Cl:1][C:2]1[CH:7]=[CH:6][C:5](B(O)O)=[C:4]([CH:11]=O)[CH:3]=1.Br[C:14]1[CH:19]=[CH:18][C:17]([Cl:20])=[CH:16][C:15]=1[CH2:21][C:22]#[N:23].C(=O)([O-])[O-].[Cs+].[Cs+], predict the reaction product. The product is: [Cl:1][C:2]1[CH:7]=[CH:6][C:5]2[C:14]3[C:15](=[CH:16][C:17]([Cl:20])=[CH:18][CH:19]=3)[C:21]([C:22]#[N:23])=[CH:11][C:4]=2[CH:3]=1. (4) Given the reactants [F:1][C:2]1[CH:7]=[CH:6][C:5]([N:8]2[C:12]([CH2:13][O:14][C:15]3[CH:23]=[CH:22][C:18]([C:19]([OH:21])=O)=[CH:17][N:16]=3)=[C:11]([CH3:24])[N:10]=[N:9]2)=[CH:4][CH:3]=1.[NH2:25][N:26]1[CH2:31][CH2:30][O:29][CH2:28][CH2:27]1, predict the reaction product. The product is: [F:1][C:2]1[CH:3]=[CH:4][C:5]([N:8]2[C:12]([CH2:13][O:14][C:15]3[CH:23]=[CH:22][C:18]([C:19]([NH:25][N:26]4[CH2:31][CH2:30][O:29][CH2:28][CH2:27]4)=[O:21])=[CH:17][N:16]=3)=[C:11]([CH3:24])[N:10]=[N:9]2)=[CH:6][CH:7]=1. (5) Given the reactants COC1C=CC(C[N:8]([CH2:19][C:20]2[CH:25]=[CH:24][CH:23]=[C:22]([C:26]3[C:38]4[C:37]5[CH2:36][CH2:35][CH2:34][CH2:33][C:32]=5[C:31](=[O:39])[NH:30][C:29]=4[N:28]([CH3:40])[N:27]=3)[CH:21]=2)C(=O)OCC2C=CC=CC=2)=CC=1, predict the reaction product. The product is: [NH2:8][CH2:19][C:20]1[CH:21]=[C:22]([C:26]2[C:38]3[C:37]4[CH2:36][CH2:35][CH2:34][CH2:33][C:32]=4[C:31](=[O:39])[NH:30][C:29]=3[N:28]([CH3:40])[N:27]=2)[CH:23]=[CH:24][CH:25]=1. (6) Given the reactants [CH2:1]=[C:2]([C:4]1[C:9]2[O:10][C:11]3[CH:16]=[CH:15][CH:14]=[CH:13][C:12]=3[C:8]=2[CH:7]=[CH:6][CH:5]=1)[CH3:3], predict the reaction product. The product is: [CH:2]([C:4]1[C:9]2[O:10][C:11]3[CH:16]=[CH:15][CH:14]=[CH:13][C:12]=3[C:8]=2[CH:7]=[CH:6][CH:5]=1)([CH3:3])[CH3:1]. (7) Given the reactants [CH2:1]([C:5]1=[CH:6][N:7]([C:25]([CH3:28])([CH3:27])[CH3:26])[S:8]/[C:9]/1=[N:10]\[C:11]([C:13]1([CH3:24])[CH2:17][CH2:16][CH:15]([C:18]([O:20]C)=[O:19])[C:14]1([CH3:23])[CH3:22])=[O:12])[CH2:2][CH2:3][CH3:4].[OH-].[K+].C(O)C.Cl, predict the reaction product. The product is: [CH2:1]([C:5]1=[CH:6][N:7]([C:25]([CH3:26])([CH3:28])[CH3:27])[S:8]/[C:9]/1=[N:10]\[C:11]([C:13]1([CH3:24])[CH2:17][CH2:16][CH:15]([C:18]([OH:20])=[O:19])[C:14]1([CH3:23])[CH3:22])=[O:12])[CH2:2][CH2:3][CH3:4]. (8) Given the reactants [Cl:1][C:2]1[CH:8]=[C:7]([O:9][C:10]2[C:19]3[C:14](=[CH:15][C:16]([O:22][CH3:23])=[C:17]([O:20][CH3:21])[CH:18]=3)[N:13]=[CH:12][N:11]=2)[CH:6]=[CH:5][C:3]=1[NH2:4].ClC(Cl)(O[C:28](=[O:34])OC(Cl)(Cl)Cl)Cl.[CH2:36]([NH2:39])[CH2:37][CH3:38].C(=O)([O-])O.[Na+], predict the reaction product. The product is: [Cl:1][C:2]1[CH:8]=[C:7]([O:9][C:10]2[C:19]3[C:14](=[CH:15][C:16]([O:22][CH3:23])=[C:17]([O:20][CH3:21])[CH:18]=3)[N:13]=[CH:12][N:11]=2)[CH:6]=[CH:5][C:3]=1[NH:4][C:28]([NH:39][CH2:36][CH2:37][CH3:38])=[O:34]. (9) Given the reactants [H-].[Al+3].[Li+].[H-].[H-].[H-].[N+:7]([CH:10]=[CH:11][C:12]1[O:13][C:14]([C:17]2[CH:22]=[CH:21][CH:20]=[CH:19][CH:18]=2)=[CH:15][CH:16]=1)([O-])=O, predict the reaction product. The product is: [C:17]1([C:14]2[O:13][C:12]([CH2:11][CH2:10][NH2:7])=[CH:16][CH:15]=2)[CH:18]=[CH:19][CH:20]=[CH:21][CH:22]=1.